Regression. Given a peptide amino acid sequence and an MHC pseudo amino acid sequence, predict their binding affinity value. This is MHC class II binding data. From a dataset of Peptide-MHC class II binding affinity with 134,281 pairs from IEDB. (1) The peptide sequence is EADYSQIPISINYRT. The MHC is DRB1_1001 with pseudo-sequence DRB1_1001. The binding affinity (normalized) is 0.810. (2) The peptide sequence is RQTLDYRWVNLASFG. The MHC is DRB1_0101 with pseudo-sequence DRB1_0101. The binding affinity (normalized) is 0.701.